From a dataset of Full USPTO retrosynthesis dataset with 1.9M reactions from patents (1976-2016). Predict the reactants needed to synthesize the given product. (1) The reactants are: CC1C=CC(S(O[CH2:12][CH2:13][CH2:14][C@H:15]2[CH2:24][CH2:23][C:22]3[C:17](=[CH:18][CH:19]=[C:20]([C@H:25]4[CH2:34][CH2:33][C@@:27]5([NH:31]C(=O)[O:29][CH2:28]5)[CH2:26]4)[CH:21]=3)[CH2:16]2)(=O)=O)=CC=1.[O:35]1[CH2:38][CH:37]([OH:39])[CH2:36]1.CC(C)([O-])C.[K+].[OH-].[Na+]. Given the product [NH2:31][C@:27]1([CH2:28][OH:29])[CH2:33][CH2:34][C@H:25]([C:20]2[CH:19]=[CH:18][C:17]3[CH2:16][C@@H:15]([CH2:14][CH2:13][CH2:12][O:39][CH:37]4[CH2:38][O:35][CH2:36]4)[CH2:24][CH2:23][C:22]=3[CH:21]=2)[CH2:26]1, predict the reactants needed to synthesize it. (2) Given the product [CH2:1]([O:8][C:9]1[C:10]([F:17])=[CH:11][C:12]([NH2:16])=[C:13]([Br:18])[C:14]=1[F:15])[C:2]1[CH:3]=[CH:4][CH:5]=[CH:6][CH:7]=1, predict the reactants needed to synthesize it. The reactants are: [CH2:1]([O:8][C:9]1[C:14]([F:15])=[CH:13][C:12]([NH2:16])=[CH:11][C:10]=1[F:17])[C:2]1[CH:7]=[CH:6][CH:5]=[CH:4][CH:3]=1.[Br:18]N1C(=O)CCC1=O.Cl. (3) Given the product [CH2:1]([O:4][CH2:25][CH2:24][CH2:23][CH2:22][CH2:21][CH2:20][CH2:19][CH2:18][CH2:17][CH2:16][CH2:15][CH2:14][CH2:13][CH2:12][CH2:11][CH2:10][CH2:9][CH3:8])[C:2]#[CH:3], predict the reactants needed to synthesize it. The reactants are: [CH2:1]([OH:4])[C:2]#[CH:3].[H-].[Na+].Br[CH2:8][CH2:9][CH2:10][CH2:11][CH2:12][CH2:13][CH2:14][CH2:15][CH2:16][CH2:17][CH2:18][CH2:19][CH2:20][CH2:21][CH2:22][CH2:23][CH2:24][CH3:25].CO. (4) Given the product [C:23]([C:25]1[CH:32]=[CH:31][C:28]([CH2:29][N:17]2[CH2:18][CH2:19][N:14]([S:11]([C:2]3[CH:3]=[CH:4][C:5]4[C:10](=[CH:9][CH:8]=[CH:7][CH:6]=4)[CH:1]=3)(=[O:13])=[O:12])[CH2:15][C:16]2=[O:20])=[CH:27][CH:26]=1)#[N:24], predict the reactants needed to synthesize it. The reactants are: [CH:1]1[C:10]2[C:5](=[CH:6][CH:7]=[CH:8][CH:9]=2)[CH:4]=[CH:3][C:2]=1[S:11]([N:14]1[CH2:19][CH2:18][NH:17][C:16](=[O:20])[CH2:15]1)(=[O:13])=[O:12].[H-].[Na+].[C:23]([C:25]1[CH:32]=[CH:31][C:28]([CH2:29]Cl)=[CH:27][CH:26]=1)#[N:24]. (5) Given the product [CH2:13]([O:12][CH:11]1[NH:8][C:9](=[O:37])[CH:10]1[NH:17][C:18]([C:31]1[CH:36]=[CH:35][CH:34]=[CH:33][CH:32]=1)([C:25]1[CH:26]=[CH:27][CH:28]=[CH:29][CH:30]=1)[C:19]1[CH:24]=[CH:23][CH:22]=[CH:21][CH:20]=1)[CH:14]([CH3:16])[CH3:15], predict the reactants needed to synthesize it. The reactants are: [Si]([N:8]1[CH:11]([O:12][CH2:13][CH:14]([CH3:16])[CH3:15])[CH:10]([NH:17][C:18]([C:31]2[CH:36]=[CH:35][CH:34]=[CH:33][CH:32]=2)([C:25]2[CH:30]=[CH:29][CH:28]=[CH:27][CH:26]=2)[C:19]2[CH:24]=[CH:23][CH:22]=[CH:21][CH:20]=2)[C:9]1=[O:37])(C(C)(C)C)(C)C.C(O)(=O)C.[F-].C([N+](CCCC)(CCCC)CCCC)CCC. (6) The reactants are: [F:1][C@H:2]1[CH2:6][N:5](C(OC(C)(C)C)=O)[C@H:4]([C:14](=[O:34])[NH:15][CH2:16][C:17]2[C:22]([CH3:23])=[CH:21][N:20]=[C:19]([C:24]3[CH:25]=[N:26][C:27]([C:30]([F:33])([F:32])[F:31])=[N:28][CH:29]=3)[CH:18]=2)[CH2:3]1.[ClH:35]. Given the product [ClH:35].[F:1][C@H:2]1[CH2:6][NH:5][C@H:4]([C:14]([NH:15][CH2:16][C:17]2[C:22]([CH3:23])=[CH:21][N:20]=[C:19]([C:24]3[CH:29]=[N:28][C:27]([C:30]([F:33])([F:32])[F:31])=[N:26][CH:25]=3)[CH:18]=2)=[O:34])[CH2:3]1, predict the reactants needed to synthesize it. (7) Given the product [N+:1]([C:4]1[CH:5]=[C:6]([C:11]2[O:12][C:13]3[CH:19]=[CH:18][C:17]([O:20][CH3:21])=[CH:16][C:14]=3[N:15]=2)[C:7]([NH:25][CH2:22][CH2:23][CH3:24])=[CH:8][CH:9]=1)([O-:3])=[O:2], predict the reactants needed to synthesize it. The reactants are: [N+:1]([C:4]1[CH:5]=[C:6]([C:11]2[O:12][C:13]3[CH:19]=[CH:18][C:17]([O:20][CH3:21])=[CH:16][C:14]=3[N:15]=2)[C:7](F)=[CH:8][CH:9]=1)([O-:3])=[O:2].[CH2:22]([NH2:25])[CH2:23][CH3:24].